From a dataset of Catalyst prediction with 721,799 reactions and 888 catalyst types from USPTO. Predict which catalyst facilitates the given reaction. Reactant: [C:1]([O:9][C:10]([CH3:13])([CH3:12])[CH3:11])(=[O:8])[CH2:2][C:3]([O:5][CH2:6][CH3:7])=[O:4].[H-].[Na+].Br[C:17]1[CH:18]=[CH:19][C:20]([N+:23]([O-:25])=[O:24])=[N:21][CH:22]=1. Product: [N+:23]([C:20]1[N:21]=[CH:22][C:17]([CH:2]([C:3]([O:5][CH2:6][CH3:7])=[O:4])[C:1]([O:9][C:10]([CH3:12])([CH3:11])[CH3:13])=[O:8])=[CH:18][CH:19]=1)([O-:25])=[O:24]. The catalyst class is: 3.